Dataset: Full USPTO retrosynthesis dataset with 1.9M reactions from patents (1976-2016). Task: Predict the reactants needed to synthesize the given product. (1) Given the product [Br:1][C:2]1[CH:3]=[CH:4][C:5]([N:8]=[CH:11][N:12]([CH3:14])[CH3:13])=[N:6][CH:7]=1, predict the reactants needed to synthesize it. The reactants are: [Br:1][C:2]1[CH:3]=[CH:4][C:5]([NH2:8])=[N:6][CH:7]=1.CO[CH:11](OC)[N:12]([CH3:14])[CH3:13]. (2) Given the product [ClH:33].[CH3:1][C:2]1[CH:7]=[CH:6][CH:5]=[CH:4][C:3]=1[C:8]1[C:19](=[O:20])[N:18]([C@H:21]2[CH2:25][CH2:24][NH:23][CH2:22]2)[C:11]2[N:12]=[C:13]([S:16][CH3:17])[N:14]=[CH:15][C:10]=2[CH:9]=1, predict the reactants needed to synthesize it. The reactants are: [CH3:1][C:2]1[CH:7]=[CH:6][CH:5]=[CH:4][C:3]=1[C:8]1[C:19](=[O:20])[N:18]([C@H:21]2[CH2:25][CH2:24][N:23](C(OC(C)(C)C)=O)[CH2:22]2)[C:11]2[N:12]=[C:13]([S:16][CH3:17])[N:14]=[CH:15][C:10]=2[CH:9]=1.[ClH:33]. (3) Given the product [CH3:1][O:2][CH2:3][CH2:4][O:5][C:6]1[C:7]([NH2:19])=[N:8][CH:9]=[C:10]([O:12][C:13]2[CH:18]=[CH:17][CH:16]=[CH:15][CH:14]=2)[CH:11]=1, predict the reactants needed to synthesize it. The reactants are: [CH3:1][O:2][CH2:3][CH2:4][O:5][C:6]1[C:7]([N+:19]([O-])=O)=[N:8][CH:9]=[C:10]([O:12][C:13]2[CH:18]=[CH:17][CH:16]=[CH:15][CH:14]=2)[CH:11]=1.O. (4) Given the product [F:1][C:2]([F:29])([F:30])[C@H:3]1[CH2:8][CH2:7][C@H:6]([NH:9][C:10](=[O:28])[C:11]2[CH:16]=[C:15]([N+:17]([O-:19])=[O:18])[C:14]([NH:20][CH3:21])=[CH:13][C:12]=2[N:22]([CH3:27])[CH2:23][C:24]#[N:26])[CH2:5][CH2:4]1, predict the reactants needed to synthesize it. The reactants are: [F:1][C:2]([F:30])([F:29])[C@H:3]1[CH2:8][CH2:7][C@H:6]([NH:9][C:10](=[O:28])[C:11]2[CH:16]=[C:15]([N+:17]([O-:19])=[O:18])[C:14]([NH:20][CH3:21])=[CH:13][C:12]=2[N:22]([CH3:27])[CH2:23][C:24]([NH2:26])=O)[CH2:5][CH2:4]1.CC[N+](S(N=C(OC)[O-])(=O)=O)(CC)CC.C(Cl)Cl.C1COCC1.